From a dataset of Full USPTO retrosynthesis dataset with 1.9M reactions from patents (1976-2016). Predict the reactants needed to synthesize the given product. (1) Given the product [C:14]1(=[O:16])[C:6]2[CH:7]=[C:8]3[N:13]([C:5]=2[CH2:4][CH2:3][NH:2]1)[CH2:12][CH2:11][CH2:10][CH2:9]3, predict the reactants needed to synthesize it. The reactants are: Cl.[NH2:2][CH2:3][CH2:4][C:5]1[N:13]2[C:8]([CH2:9][CH2:10][CH2:11][CH2:12]2)=[CH:7][C:6]=1[C:14]([O:16]C)=O.[O-]CC.[Na+]. (2) Given the product [F:1][C:2]1[CH:7]=[CH:6][C:5]([C:8]#[C:9][C:10]2[N:14]3[CH:15]=[CH:16][CH:17]=[CH:18][C:13]3=[N:12][C:11]=2[CH2:19][O:20][CH2:21][C:22]([Cl:28])=[O:24])=[CH:4][CH:3]=1, predict the reactants needed to synthesize it. The reactants are: [F:1][C:2]1[CH:7]=[CH:6][C:5]([C:8]#[C:9][C:10]2[N:14]3[CH:15]=[CH:16][CH:17]=[CH:18][C:13]3=[N:12][C:11]=2[CH2:19][O:20][CH2:21][C:22]([OH:24])=O)=[CH:4][CH:3]=1.C(Cl)(=O)C([Cl:28])=O. (3) Given the product [CH3:18][C:19]1[N:24]=[CH:23][C:22]([C:2]2[C:10]3[NH:9][C:8]4[CH:11]5[CH2:17][CH2:16][N:14]([CH2:15][C:7]=4[C:6]=3[CH:5]=[CH:4][CH:3]=2)[CH2:13][CH2:12]5)=[CH:21][CH:20]=1, predict the reactants needed to synthesize it. The reactants are: Br[C:2]1[C:10]2[NH:9][C:8]3[CH:11]4[CH2:17][CH2:16][N:14]([CH2:15][C:7]=3[C:6]=2[CH:5]=[CH:4][CH:3]=1)[CH2:13][CH2:12]4.[CH3:18][C:19]1[N:24]=[CH:23][C:22](B2OC(C)(C)C(C)(C)O2)=[CH:21][CH:20]=1.